Task: Predict the product of the given reaction.. Dataset: Forward reaction prediction with 1.9M reactions from USPTO patents (1976-2016) (1) Given the reactants Br[C:2]1[N:6]2[CH:7]=[CH:8][C:9]([C:11]([OH:14])([CH3:13])[CH3:12])=[N:10][C:5]2=[N:4][CH:3]=1.CC1(C)COB([C:22]2[CH:23]=[CH:24][C:25]([F:37])=[C:26]([C:28]3[C:29]([C:35]#[N:36])=[CH:30][C:31]([F:34])=[CH:32][CH:33]=3)[CH:27]=2)OC1, predict the reaction product. The product is: [F:34][C:31]1[CH:30]=[C:29]([C:35]#[N:36])[C:28]([C:26]2[CH:27]=[CH:22][CH:23]=[CH:24][C:25]=2[F:37])=[CH:33][C:32]=1[C:2]1[N:6]2[CH:7]=[CH:8][C:9]([C:11]([OH:14])([CH3:13])[CH3:12])=[N:10][C:5]2=[N:4][CH:3]=1. (2) Given the reactants [CH2:1]([O:8][C:9](=[O:21])[C:10]([OH:20])([CH2:15][CH:16]=[C:17]([CH3:19])[CH3:18])[CH2:11][C:12](O)=[O:13])[C:2]1[CH:7]=[CH:6][CH:5]=[CH:4][CH:3]=1.C(N(CC)CC)C.ClC1C=C(Cl)C=C(Cl)C=1C(Cl)=O.CCOC(C)=O, predict the reaction product. The product is: [CH2:1]([O:8][C:9]([C:10]1([CH2:15][CH:16]=[C:17]([CH3:19])[CH3:18])[CH2:11][C:12](=[O:13])[O:20]1)=[O:21])[C:2]1[CH:7]=[CH:6][CH:5]=[CH:4][CH:3]=1. (3) Given the reactants [CH3:1][C@@H:2]1[CH2:7][CH2:6][CH2:5][NH:4][C@@H:3]1[CH2:8][N:9]1[C:17](=[O:18])[C:16]2[C:11](=[CH:12][CH:13]=[CH:14][CH:15]=2)[C:10]1=[O:19].[F:20][C:21]1[CH:29]=[CH:28][CH:27]=[C:26]([I:30])[C:22]=1[C:23](O)=[O:24].C(N(C(C)C)CC)(C)C.CN(C(ON1N=NC2C=CC=NC1=2)=[N+](C)C)C.F[P-](F)(F)(F)(F)F, predict the reaction product. The product is: [F:20][C:21]1[CH:29]=[CH:28][CH:27]=[C:26]([I:30])[C:22]=1[C:23]([N:4]1[CH2:5][CH2:6][CH2:7][C@@H:2]([CH3:1])[C@H:3]1[CH2:8][N:9]1[C:17](=[O:18])[C:16]2[C:11](=[CH:12][CH:13]=[CH:14][CH:15]=2)[C:10]1=[O:19])=[O:24]. (4) The product is: [CH:1]([N:4]1[C:8]2[CH:9]=[CH:10][CH:11]=[CH:12][C:7]=2[N:6]([C:13]([NH:15][CH2:16][CH:17]2[CH2:18][CH2:19][NH:20][CH2:21][CH2:22]2)=[O:14])[C:5]1=[O:30])([CH3:3])[CH3:2]. Given the reactants [CH:1]([N:4]1[C:8]2[CH:9]=[CH:10][CH:11]=[CH:12][C:7]=2[N:6]([C:13]([NH:15][CH2:16][CH:17]2[CH2:22][CH2:21][N:20](C(OC(C)(C)C)=O)[CH2:19][CH2:18]2)=[O:14])[C:5]1=[O:30])([CH3:3])[CH3:2], predict the reaction product. (5) The product is: [NH:24]1[C:32]2=[N:31][CH:30]=[CH:29][CH:28]=[C:27]2[C:26]([CH:33]=[C:15]2[O:14][C:13]([N:9]3[CH2:8][CH2:7][C:6]4[C:11](=[CH:12][C:3]([O:2][CH3:1])=[CH:4][CH:5]=4)[CH2:10]3)=[C:17]([C:18]([O:20][CH2:21][CH3:22])=[O:19])[C:16]2=[O:23])=[CH:25]1. Given the reactants [CH3:1][O:2][C:3]1[CH:12]=[C:11]2[C:6]([CH2:7][CH2:8][N:9]([C:13]3[O:14][CH2:15][C:16](=[O:23])[C:17]=3[C:18]([O:20][CH2:21][CH3:22])=[O:19])[CH2:10]2)=[CH:5][CH:4]=1.[NH:24]1[C:32]2[C:27](=[CH:28][CH:29]=[CH:30][N:31]=2)[C:26]([CH:33]=O)=[CH:25]1, predict the reaction product. (6) Given the reactants C(P(C(C)(C)C)C(C)(C)C)(C)(C)C.[CH2:14]([N:21]1[CH2:30][CH2:29][C:28]2[N:27]=[C:26](Cl)[CH:25]=[CH:24][C:23]=2[CH2:22]1)[C:15]1[CH:20]=[CH:19][CH:18]=[CH:17][CH:16]=1.[C:32]([O:36][C:37](=[O:40])[CH:38]=[CH2:39])([CH3:35])([CH3:34])[CH3:33], predict the reaction product. The product is: [CH2:14]([N:21]1[CH2:30][CH2:29][C:28]2[N:27]=[C:26](/[CH:39]=[CH:38]/[C:37]([O:36][C:32]([CH3:35])([CH3:34])[CH3:33])=[O:40])[CH:25]=[CH:24][C:23]=2[CH2:22]1)[C:15]1[CH:20]=[CH:19][CH:18]=[CH:17][CH:16]=1.